Predict the product of the given reaction. From a dataset of Forward reaction prediction with 1.9M reactions from USPTO patents (1976-2016). (1) The product is: [N+:1]([C:4]1[N:5]([CH2:10][CH2:11][CH2:12][CH2:13][CH2:14][O:15][Si:16]([CH3:19])([CH3:18])[CH3:17])[CH:6]=[CH:7][N:8]=1)([O-:3])=[O:2]. Given the reactants [N+:1]([C:4]1[NH:5][CH:6]=[CH:7][N:8]=1)([O-:3])=[O:2].Br[CH2:10][CH2:11][CH2:12][CH2:13][CH2:14][O:15][Si:16]([CH3:19])([CH3:18])[CH3:17].C(=O)([O-])[O-].[K+].[K+].CCCCCC, predict the reaction product. (2) Given the reactants CO[CH:3]1[O:8][CH2:7][CH:6]([CH2:9][O:10][C:11]2[CH:16]=[CH:15][N:14]=[C:13]([CH2:17][S:18]([C:20]3[NH:24][C:23]4[CH:25]=[CH:26][CH:27]=[CH:28][C:22]=4[N:21]=3)=[O:19])[C:12]=2[CH3:29])[CH2:5][O:4]1.[Na:30].COC1OCC(CO[C:41]2[CH:46]=[CH:45]N=[C:43](CS(C3NC4C=CC=CC=4N=3)=O)[C:42]=2C)CO1.O1C2(CCCCC2)OCC(CO)C1, predict the reaction product. The product is: [Na:30].[O:8]1[C:3]2([CH2:45][CH2:46][CH2:41][CH2:42][CH2:43]2)[O:4][CH2:5][CH:6]([CH2:9][O:10][C:11]2[CH:16]=[CH:15][N:14]=[C:13]([CH2:17][S:18]([C:20]3[NH:24][C:23]4[CH:25]=[CH:26][CH:27]=[CH:28][C:22]=4[N:21]=3)=[O:19])[C:12]=2[CH3:29])[CH2:7]1. (3) Given the reactants [CH2:1]([CH:3]([CH2:19][C:20]1[CH:25]=[CH:24][C:23]([O:26][CH3:27])=[C:22]([CH2:28][C:29](=[O:41])[NH:30][C:31]2[CH:36]=[CH:35][C:34]([C:37]([F:40])([F:39])[F:38])=[CH:33][CH:32]=2)[CH:21]=1)[C:4](N1[C@@H](CC2C=CC=CC=2)COC1=O)=O)[CH3:2].OO.[OH2:44].[OH-:45].[Li+].S([O-])(O)=O.[Na+], predict the reaction product. The product is: [CH2:1]([CH:3]([CH2:19][C:20]1[CH:25]=[CH:24][C:23]([O:26][CH3:27])=[C:22]([CH2:28][C:29](=[O:41])[NH:30][C:31]2[CH:32]=[CH:33][C:34]([C:37]([F:39])([F:40])[F:38])=[CH:35][CH:36]=2)[CH:21]=1)[C:4]([OH:45])=[O:44])[CH3:2]. (4) Given the reactants [O:1]1[CH:5]=[CH:4][C:3]([C:6]([C:8]2[NH:16][C:11]3=[CH:12][N:13]=[CH:14][CH:15]=[C:10]3[CH:9]=2)=O)=[CH:2]1.[C:17]([O:21][C:22](=[O:28])[NH:23][CH2:24][CH2:25][O:26][NH2:27])([CH3:20])([CH3:19])[CH3:18].Cl, predict the reaction product. The product is: [O:1]1[CH:5]=[CH:4][C:3]([C:6](=[N:27][O:26][CH2:25][CH2:24][NH:23][C:22](=[O:28])[O:21][C:17]([CH3:19])([CH3:18])[CH3:20])[C:8]2[NH:16][C:11]3=[CH:12][N:13]=[CH:14][CH:15]=[C:10]3[CH:9]=2)=[CH:2]1. (5) Given the reactants [F:1][C:2]([F:27])([F:26])[C:3]1[CH:4]=[CH:5][C:6]([O:9][C:10]2[CH:15]=[CH:14][C:13]([O:16][C:17]([N:19]3[CH2:24][CH2:23][CH:22]([OH:25])[CH2:21][CH2:20]3)=[O:18])=[CH:12][CH:11]=2)=[N:7][CH:8]=1.[CH2:28]([O:30][C:31]([C:33]1[NH:34][C:35]2[C:40]([CH:41]=1)=[CH:39][C:38](O)=[CH:37][CH:36]=2)=[O:32])[CH3:29], predict the reaction product. The product is: [CH2:28]([O:30][C:31]([C:33]1[NH:34][C:35]2[C:40]([CH:41]=1)=[CH:39][C:38]([O:25][CH:22]1[CH2:21][CH2:20][N:19]([C:17]([O:16][C:13]3[CH:12]=[CH:11][C:10]([O:9][C:6]4[CH:5]=[CH:4][C:3]([C:2]([F:1])([F:26])[F:27])=[CH:8][N:7]=4)=[CH:15][CH:14]=3)=[O:18])[CH2:24][CH2:23]1)=[CH:37][CH:36]=2)=[O:32])[CH3:29]. (6) Given the reactants FC(F)(F)C([N:5]1[CH2:11][CH2:10][C:9]2[CH:12]=[CH:13][C:14]([C:16]3[CH:20]=[C:19]([CH3:21])[O:18][N:17]=3)=[CH:15][C:8]=2[CH2:7][CH2:6]1)=O.C([O-])([O-])=O.[K+].[K+].CO, predict the reaction product. The product is: [CH3:21][C:19]1[O:18][N:17]=[C:16]([C:14]2[CH:13]=[CH:12][C:9]3[CH2:10][CH2:11][NH:5][CH2:6][CH2:7][C:8]=3[CH:15]=2)[CH:20]=1. (7) Given the reactants Br[C:2]1[CH:3]=[CH:4][CH:5]=[C:6]2[C:11]=1[N:10]=[CH:9][CH:8]=[CH:7]2.O.C1N(COCCO)[C:16]2NC(N)=N[C:26](=O)[C:15]=2N=1.[C:29]([O-])([O-])=O.[K+].[K+].O1[CH2:40][CH2:39]OCC1, predict the reaction product. The product is: [C:16]1([C:2]2[CH:3]=[CH:4][CH:5]=[C:6]3[C:11]=2[N:10]=[CH:9][CH:8]=[CH:7]3)[CH:15]=[CH:26][CH:40]=[CH:39][CH:29]=1.